Dataset: Drug-target binding data from BindingDB using IC50 measurements. Task: Regression. Given a target protein amino acid sequence and a drug SMILES string, predict the binding affinity score between them. We predict pIC50 (pIC50 = -log10(IC50 in M); higher means more potent). Dataset: bindingdb_ic50. (1) The target protein sequence is PAPEKSSKVSEQLKCCSGILKEMFAKKHAAYAWPFYKPVDVEALGLHDYCDIIKHPMDMSTIKSKLEAREYRDAQEFGADVRLMFSNCYKYNPPDHEVVAMARKLQDVFEMRFAKMPDE. The drug is Cc1noc(C)c1-c1ccc2nc(C(=O)N3CCOCC3)n3c2c1OC[C@@H]3c1ccccn1. The pIC50 is 7.0. (2) The drug is CCOc1ccc(N2CC(Oc3ccc([C@H](C)NC(=O)COC)cc3)C2)cc1. The target protein sequence is MSPAKCKICFPDREVKPSMSGLHLVKRGREHKKLDLHRDFTVASPAEFVTRFGGDRVIEKVLIANNGIAAVKCMRSIRRWAYEMFRNERAIRFVVMVTPEDLKANAEYIKMADHYVPVPGGPNNNNYANVELIVDIAKRIPVQAVWAGWGHASENPKLPELLCKNGVAFLGPPSEAMWALGDKIASTVVAQTLQVPTLPWSGSGLTVEWTEDDLQQGKRISVPEDVYDKGCVKDVDEGLEAAERIGFPLMIKASEGGGGKGIRKAESAEDFPILFRQVQSEIPGSPIFLMKLAQHARHLEVQILADQYGNAVSLFGRDCSIQRRHQKIVEEAPATIAPLAIFEFMEQCAIRLAKTVGYVSAGTVEYLYSQDGSFHFLELNPRLQVEHPCTEMIADVNLPAAQLQIAMGVPLHRLKDIRLLYGESPWGVTPISFETPSNPPLARGHVIAARITSENPDEGFKPSSGTVQELNFRSSKNVWGYFSVAATGGLHEFADSQFGH.... The pIC50 is 5.7. (3) The small molecule is Nc1nc(N)c2c(CNc3ccc(Cl)c(Cl)c3)coc2n1. The target protein (P00381) has sequence MTAFLWAQDRDGLIGKDGHLPWHLPDDLHYFRAQTVGKIMVVGRRTYESFPKRPLPERTNVVLTHQEDYQAQGAVVVHDVAAVFAYAKQHPDQELVIAGGAQIFTAFKDDVDTLLVTRLAGSFEGDTKMIPLNWDDFTKVSSRTVEDTNPALTHTYEVWQKKA. The pIC50 is 5.5. (4) The small molecule is C/C=C/C(C)=C/[C@@]1(C)SC(=O)C(C)C1=O. The target protein (P9WQD7) has sequence MTELVTGKAFPYVVVTGIAMTTALATDAETTWKLLLDRQSGIRTLDDPFVEEFDLPVRIGGHLLEEFDHQLTRIELRRMGYLQRMSTVLSRRLWENAGSPEVDTNRLMVSIGTGLGSAEELVFSYDDMRARGMKAVSPLTVQKYMPNGAAAAVGLERHAKAGVMTPVSACASGAEAIARAWQQIVLGEADAAICGGVETRIEAVPIAGFAQMRIVMSTNNDDPAGACRPFDRDRDGFVFGEGGALLLIETEEHAKARGANILARIMGASITSDGFHMVAPDPNGERAGHAITRAIQLAGLAPGDIDHVNAHATGTQVGDLAEGRAINNALGGNRPAVYAPKSALGHSVGAVGAVESILTVLALRDQVIPPTLNLVNLDPEIDLDVVAGEPRPGNYRYAINNSFGFGGHNVAIAFGRY. The pIC50 is 3.4. (5) The target protein (P42892) has sequence MRGVWPPPVSALLSALGMSTYKRATLDEEDLVDSLSEGDAYPNGLQVNFHSPRSGQRCWAARTQVEKRLVVLVVLLAAGLVACLAALGIQYQTRSPSVCLSEACVSVTSSILSSMDPTVDPCHDFFSYACGGWIKANPVPDGHSRWGTFSNLWEHNQAIIKHLLENSTASVSEAERKAQVYYRACMNETRIEELRAKPLMELIERLGGWNITGPWAKDNFQDTLQVVTAHYRTSPFFSVYVSADSKNSNSNVIQVDQSGLGLPSRDYYLNKTENEKVLTGYLNYMVQLGKLLGGGDEEAIRPQMQQILDFETALANITIPQEKRRDEELIYHKVTAAELQTLAPAINWLPFLNTIFYPVEINESEPIVVYDKEYLEQISTLINTTDRCLLNNYMIWNLVRKTSSFLDQRFQDADEKFMEVMYGTKKTCLPRWKFCVSDTENNLGFALGPMFVKATFAEDSKSIATEIILEIKKAFEESLSTLKWMDEETRKSAKEKADAI.... The small molecule is CC(C)(C)CC(=O)Nc1ccc2c(c1)cc(C(=O)Nc1ccc(N)cn1)n2Cc1ccccc1F. The pIC50 is 5.9. (6) The drug is COCCNS(=O)(=O)c1ccc(N(C)[C@@H]2CCN(c3ncnc4[nH]ccc34)C2)nc1. The target protein sequence is DPTHFEKRFLKRIRDLGEGHFGKVELCRYDPEGDNTGEQVAVKSLKPESGGNHIADLKKEIEILRNLYHENIVKYKGICTEDGGNGIKLIMEFLPSGSLKEYLPKNKNKINLKQQLKYAVQICKGMDYLGSRQYVHRDLAARNVLVESEHQVKIGDFGLTKAIETDKEYYTVKDDRDSPVFWYAPECLMQSKFYIASDVWSFGVTLHELLTYCDSDSSPMALFLKMIGPTHGQMTVTRLVNTLKEGKRLPCPPNCPDEVYQLMRKCWEFQPSNRTSFQNLIEGFEALLK. The pIC50 is 9.8. (7) The small molecule is CCN(CC(=O)N[C@@H](CC(C)C)C(N)=O)C(=O)[C@H](CCC(N)=O)NC(=O)[C@H](Cc1ccc(OP(=O)(O)O)cc1)NC(C)=O. The target protein (P29353) has sequence MDLLPPKPKYNPLRNESLSSLEEGASGSTPPEELPSPSASSLGPILPPLPGDDSPTTLCSFFPRMSNLRLANPAGGRPGSKGEPGRAADDGEGIVGAAMPDSGPLPLLQDMNKLSGGGGRRTRVEGGQLGGEEWTRHGSFVNKPTRGWLHPNDKVMGPGVSYLVRYMGCVEVLQSMRALDFNTRTQVTREAISLVCEAVPGAKGATRRRKPCSRPLSSILGRSNLKFAGMPITLTVSTSSLNLMAADCKQIIANHHMQSISFASGGDPDTAEYVAYVAKDPVNQRACHILECPEGLAQDVISTIGQAFELRFKQYLRNPPKLVTPHDRMAGFDGSAWDEEEEEPPDHQYYNDFPGKEPPLGGVVDMRLREGAAPGAARPTAPNAQTPSHLGATLPVGQPVGGDPEVRKQMPPPPPCPGRELFDDPSYVNVQNLDKARQAVGGAGPPNPAINGSAPRDLFDMKPFEDALRVPPPPQSVSMAEQLRGEPWFHGKLSRREAEA.... The pIC50 is 4.7. (8) The small molecule is O=C(NC[C@H]1CC[C@H](Oc2ccnc3ccccc23)CC1)c1ccc(F)c(F)c1. The target protein sequence is MEVQLGLGRVYPRPPSKTYRGAFQNLFQSVREVIQNPGPRHPEAASAAPPGASLLLLQQQQQQQQQQQQQQQQQQQQQETSPRQQQQQQGEDGSPQAHRRGPTGYLVLDEEQQPSQPQSALECHPERGCVPEPGAAVAASKGLPQQLPAPPDEDDSAAPSTLSLLGPTFPGLSSCSADLKDILSEASTMQLLQQQQQEAVSEGSSSGRAREASGAPTSSKDNYLGGTSTISDNAKELCKAVSVSMGLGVEALEHLSPGEQLRGDCMYAPLLGVPPAVRPTPCAPLAECKGSLLDDSAGKSTEDTAEYSPFKGGYTKGLEGESLGCSGSAAAGSSGTLELPSTLSLYKSGALDEAAAYQSRDYYNFPLALAGPPPPPPPPHPHARIKLENPLDYGSAWAAAAAQCRYGDLASLHGAGAAGPGSGSPSAAASSSWHTLFTAEEGQLYGPCGGGGGGGGGGGGGGGGGGGGGGGGEAGAVAPYGYTRPPQGLAGQESDFTAPD.... The pIC50 is 7.2.